This data is from Peptide-MHC class II binding affinity with 134,281 pairs from IEDB. The task is: Regression. Given a peptide amino acid sequence and an MHC pseudo amino acid sequence, predict their binding affinity value. This is MHC class II binding data. (1) The peptide sequence is YHFDLSGHAFGAMAK. The MHC is HLA-DQA10101-DQB10501 with pseudo-sequence HLA-DQA10101-DQB10501. The binding affinity (normalized) is 0. (2) The peptide sequence is VIDAMCHATLTYRML. The MHC is HLA-DQA10201-DQB10303 with pseudo-sequence HLA-DQA10201-DQB10303. The binding affinity (normalized) is 0.421. (3) The peptide sequence is NSCAKNYNCKILPNT. The MHC is HLA-DPA10103-DPB10201 with pseudo-sequence HLA-DPA10103-DPB10201. The binding affinity (normalized) is 0. (4) The peptide sequence is IEGGSLFIVPRFHVV. The MHC is DRB1_1201 with pseudo-sequence DRB1_1201. The binding affinity (normalized) is 0.425. (5) The peptide sequence is SLQYLALVALVAPKK. The MHC is HLA-DPA10201-DPB10501 with pseudo-sequence HLA-DPA10201-DPB10501. The binding affinity (normalized) is 0.528. (6) The peptide sequence is VLIEMCEEMTSWLDF. The MHC is DRB1_0101 with pseudo-sequence DRB1_0101. The binding affinity (normalized) is 0.381. (7) The peptide sequence is MKTVGDKLEAFTVVAAKPGF. The MHC is DRB1_0701 with pseudo-sequence DRB1_0701. The binding affinity (normalized) is 0.872. (8) The peptide sequence is LVGPTPVNIIGRNLLTQIGC. The MHC is HLA-DPA10201-DPB10101 with pseudo-sequence HLA-DPA10201-DPB10101. The binding affinity (normalized) is 0.320. (9) The peptide sequence is EKKYFAAFQFEPLAA. The MHC is HLA-DQA10401-DQB10402 with pseudo-sequence HLA-DQA10401-DQB10402. The binding affinity (normalized) is 0.290.